This data is from Forward reaction prediction with 1.9M reactions from USPTO patents (1976-2016). The task is: Predict the product of the given reaction. (1) Given the reactants [C:1]([O:9][CH2:10][C@@H:11]1[C@@H:15]([F:16])[C@:14]([OH:18])([CH3:17])[C@H:13]([O:19][CH3:20])[O:12]1)(=[O:8])[C:2]1[CH:7]=[CH:6][CH:5]=[CH:4][CH:3]=1.[C:21](Cl)(=[O:28])[C:22]1[CH:27]=[CH:26][CH:25]=[CH:24][CH:23]=1, predict the reaction product. The product is: [C:1]([O:9][CH2:10][C@@H:11]1[C@@H:15]([F:16])[C@@:14]([O:18][C:21](=[O:28])[C:22]2[CH:27]=[CH:26][CH:25]=[CH:24][CH:23]=2)([CH3:17])[C@H:13]([O:19][CH3:20])[O:12]1)(=[O:8])[C:2]1[CH:3]=[CH:4][CH:5]=[CH:6][CH:7]=1.[C:1]([O:9][CH2:10][C@@H:11]1[C@@H:15]([F:16])[C@:14]([O:18][C:21](=[O:28])[C:22]2[CH:27]=[CH:26][CH:25]=[CH:24][CH:23]=2)([CH3:17])[C@H:13]([O:19][CH3:20])[O:12]1)(=[O:8])[C:2]1[CH:3]=[CH:4][CH:5]=[CH:6][CH:7]=1. (2) Given the reactants [C:1]([O:5][C:6]([N:8]1[CH2:13][CH2:12][C:11](=[CH:14][C:15]2[CH:20]=[CH:19][CH:18]=[CH:17][CH:16]=2)[CH2:10][CH2:9]1)=[O:7])([CH3:4])([CH3:3])[CH3:2].C([O-])([O-])=O.[K+].[K+].[Br:27]Br.[OH-].[Na+], predict the reaction product. The product is: [C:1]([O:5][C:6]([N:8]1[CH2:9][CH2:10][C:11](=[C:14]([Br:27])[C:15]2[CH:16]=[CH:17][CH:18]=[CH:19][CH:20]=2)[CH2:12][CH2:13]1)=[O:7])([CH3:4])([CH3:2])[CH3:3]. (3) Given the reactants [H-].[Na+].[CH2:3]([O:5][C:6]([C:8]1[CH:9]=[N:10][NH:11][C:12]=1[NH2:13])=[O:7])[CH3:4].[O:14]1[CH2:19][CH2:18][CH2:17][C:16]([CH:20]=O)=[CH:15]1, predict the reaction product. The product is: [CH2:3]([O:5][C:6]([C:8]1[CH:9]=[N:10][N:11]2[CH:20]=[C:16]([CH2:17][CH2:18][CH2:19][OH:14])[CH:15]=[N:13][C:12]=12)=[O:7])[CH3:4]. (4) Given the reactants [N:1]1[N:2]([C:11]2[CH:16]=[CH:15][C:14]([N:17]3[CH2:21][CH2:20][CH2:19][C:18]3=[O:22])=[CH:13][CH:12]=2)[CH:3]=[C:4]2[CH2:10][CH2:9][NH:8][CH2:7][CH2:6][C:5]=12.[CH:23]1([CH2:26]C=O)[CH2:25][CH2:24]1.C(O[BH-](OC(=O)C)OC(=O)C)(=O)C.[Na+], predict the reaction product. The product is: [CH:23]1([CH2:26][N:8]2[CH2:9][CH2:10][C:4]3=[CH:3][N:2]([C:11]4[CH:12]=[CH:13][C:14]([N:17]5[CH2:21][CH2:20][CH2:19][C:18]5=[O:22])=[CH:15][CH:16]=4)[N:1]=[C:5]3[CH2:6][CH2:7]2)[CH2:25][CH2:24]1. (5) Given the reactants Cl.Br[C:3]1[CH:8]=[CH:7][N:6]=[CH:5][C:4]=1[CH3:9].[Br:10][C:11]1[CH:16]=[CH:15][C:14](I)=[CH:13][CH:12]=1.O.O.[Na+].[Na+].[Na+].[Na+].C(N(CC([O-])=O)CC([O-])=O)CN(CC([O-])=O)CC([O-])=O.C(N(CC(O)=O)CC(O)=O)CN(CC(O)=O)CC(O)=O, predict the reaction product. The product is: [Br:10][C:11]1[CH:16]=[CH:15][C:14]([C:3]2[CH:8]=[CH:7][N:6]=[CH:5][C:4]=2[CH3:9])=[CH:13][CH:12]=1.